This data is from Reaction yield outcomes from USPTO patents with 853,638 reactions. The task is: Predict the reaction yield, written as a fraction of the theoretical maximum amount of product (1.0 means a 100% yield; for example, 0.34 means a 34% yield). (1) The product is [CH:1]1([C:4]2[N:31]=[C:7]3[N:8]([CH2:33][C:34]4[CH:39]=[CH:38][C:37]([F:40])=[CH:36][CH:35]=4)[C:9](=[O:30])[C:10]([CH2:15][C:16]4[CH:21]=[CH:20][C:19]([C:22]5[C:23]([C:28]#[N:29])=[CH:24][CH:25]=[CH:26][CH:27]=5)=[CH:18][CH:17]=4)=[C:11]([CH2:12][CH2:13][CH3:14])[N:6]3[N:5]=2)[CH2:2][CH2:3]1. The yield is 0.700. The reactants are [CH:1]1([C:4]2[N:31]=[C:7]3[NH:8][C:9](=[O:30])[C:10]([CH2:15][C:16]4[CH:21]=[CH:20][C:19]([C:22]5[C:23]([C:28]#[N:29])=[CH:24][CH:25]=[CH:26][CH:27]=5)=[CH:18][CH:17]=4)=[C:11]([CH2:12][CH2:13][CH3:14])[N:6]3[N:5]=2)[CH2:3][CH2:2]1.Br[CH2:33][C:34]1[CH:39]=[CH:38][C:37]([F:40])=[CH:36][CH:35]=1.C(=O)([O-])[O-].[K+].[K+].CN(C)C=O. The catalyst is C(OCC)(=O)C. (2) The reactants are [N:1]1([C:7]2[CH:16]=[CH:15][CH:14]=[C:13]3[C:8]=2[C:9]([NH2:18])=[N:10][C:11]([NH2:17])=[N:12]3)[CH2:6][CH2:5][NH:4][CH2:3][CH2:2]1.[C:19]1([S:29](Cl)(=[O:31])=[O:30])[C:28]2[C:23](=[CH:24][CH:25]=[CH:26][CH:27]=2)[CH:22]=[CH:21][CH:20]=1. No catalyst specified. The product is [C:19]1([S:29]([N:4]2[CH2:5][CH2:6][N:1]([C:7]3[CH:16]=[CH:15][CH:14]=[C:13]4[C:8]=3[C:9]([NH2:18])=[N:10][C:11]([NH2:17])=[N:12]4)[CH2:2][CH2:3]2)(=[O:31])=[O:30])[C:28]2[C:23](=[CH:24][CH:25]=[CH:26][CH:27]=2)[CH:22]=[CH:21][CH:20]=1. The yield is 0.390.